Dataset: Forward reaction prediction with 1.9M reactions from USPTO patents (1976-2016). Task: Predict the product of the given reaction. (1) Given the reactants Cl[C:2]1[N:10]=[C:9]2[C:5]([N:6]=[CH:7][N:8]2[C@@H:11]2[CH2:15][C@H:14]([N:16]3[CH:20]=[C:19]([CH2:21][CH3:22])[CH:18]=[N:17]3)[C@@H:13]([OH:23])[C@H:12]2[OH:24])=[C:4]([NH:25][CH2:26][CH:27]([C:34]2[CH:39]=[CH:38][CH:37]=[CH:36][CH:35]=2)[C:28]2[CH:33]=[CH:32][CH:31]=[CH:30][CH:29]=2)[N:3]=1.[F:40][C:41]([F:46])([F:45])[C:42]([OH:44])=[O:43].C1(C(C2C=CC=CC=2)CNC2N=C(NCCN3CCCCC3)N=C3C=2N=CN3[C@@H]2C[C@H](N3C=C(CO)C=N3)[C@@H](O)[C@H]2O)C=CC=CC=1.[CH2:94]([N:96]1[CH:100]=[C:99]([CH2:101][CH2:102][NH2:103])[N:98]=[CH:97]1)[CH3:95], predict the reaction product. The product is: [F:40][C:41]([F:46])([F:45])[C:42]([OH:44])=[O:43].[C:34]1([CH:27]([C:28]2[CH:33]=[CH:32][CH:31]=[CH:30][CH:29]=2)[CH2:26][NH:25][C:4]2[N:3]=[C:2]([NH:103][CH2:102][CH2:101][C:99]3[N:98]=[CH:97][N:96]([CH2:94][CH3:95])[CH:100]=3)[N:10]=[C:9]3[C:5]=2[N:6]=[CH:7][N:8]3[C@@H:11]2[CH2:15][C@H:14]([N:16]3[CH:20]=[C:19]([CH2:21][CH3:22])[CH:18]=[N:17]3)[C@@H:13]([OH:23])[C@H:12]2[OH:24])[CH:39]=[CH:38][CH:37]=[CH:36][CH:35]=1. (2) Given the reactants [CH2:1]([C:3]([C:28]1[CH:33]=[CH:32][C:31]([OH:34])=[C:30]([CH3:35])[CH:29]=1)([C:6]1[CH:11]=[CH:10][C:9](/[CH:12]=[CH:13]/[C:14]([O:23][CH2:24][O:25][CH3:26])([C:19]([F:22])([F:21])[F:20])[C:15]([F:18])([F:17])[F:16])=[C:8]([CH3:27])[CH:7]=1)[CH2:4][CH3:5])[CH3:2].C1(P(C2C=CC=CC=2)C2C=CC=CC=2)C=CC=CC=1.CCOC(/N=N/C(OCC)=O)=O.O[CH2:68][C@H:69]1[O:74][C:73](=[O:75])[CH2:72][CH2:71][CH2:70]1, predict the reaction product. The product is: [CH2:1]([C:3]([C:28]1[CH:33]=[CH:32][C:31]([O:34][CH2:68][C@H:69]2[O:74][C:73](=[O:75])[CH2:72][CH2:71][CH2:70]2)=[C:30]([CH3:35])[CH:29]=1)([C:6]1[CH:11]=[CH:10][C:9](/[CH:12]=[CH:13]/[C:14]([O:23][CH2:24][O:25][CH3:26])([C:19]([F:20])([F:21])[F:22])[C:15]([F:18])([F:17])[F:16])=[C:8]([CH3:27])[CH:7]=1)[CH2:4][CH3:5])[CH3:2].